This data is from Full USPTO retrosynthesis dataset with 1.9M reactions from patents (1976-2016). The task is: Predict the reactants needed to synthesize the given product. Given the product [OH:2][C:3]1[CH:4]=[CH:5][C:6]([CH2:9][C:10](=[O:12])[CH3:11])=[CH:7][CH:8]=1, predict the reactants needed to synthesize it. The reactants are: C[O:2][C:3]1[CH:8]=[CH:7][C:6]([CH2:9][C:10](=[O:12])[CH3:11])=[CH:5][CH:4]=1.Br.